Predict the product of the given reaction. From a dataset of Forward reaction prediction with 1.9M reactions from USPTO patents (1976-2016). (1) Given the reactants C(OC(N1CCC([C:12]2[C:20]3[C:15](=[N:16][CH:17]=[CH:18][CH:19]=3)[N:14]([CH2:21][CH2:22][O:23][CH3:24])[CH:13]=2)CC1)=O)C.[OH-].[K+], predict the reaction product. The product is: [CH3:24][O:23][CH2:22][CH2:21][N:14]1[C:15]2=[N:16][CH:17]=[CH:18][CH:19]=[C:20]2[C:12]([N:16]2[CH2:17][CH2:18][CH2:19][CH2:20][CH2:15]2)=[CH:13]1. (2) Given the reactants [NH2:1][C:2]1[N:3]=[CH:4][C:5]2[C:10]([CH:11]=1)=[CH:9][CH:8]=[CH:7][CH:6]=2.[Br:12]N1C(=O)CCC1=O, predict the reaction product. The product is: [Br:12][C:11]1[C:10]2[C:5](=[CH:6][CH:7]=[CH:8][CH:9]=2)[CH:4]=[N:3][C:2]=1[NH2:1].